From a dataset of Forward reaction prediction with 1.9M reactions from USPTO patents (1976-2016). Predict the product of the given reaction. (1) Given the reactants Br[CH2:2][CH:3]([N:10]1[C:14]2[CH:15]=[C:16]([F:20])[C:17]([F:19])=[CH:18][C:13]=2[N:12]=[C:11]1[C:21]1[CH:26]=[CH:25][C:24]([Cl:27])=[CH:23][CH:22]=1)[CH:4]1[CH2:9][CH2:8][CH2:7][CH2:6][CH2:5]1.[OH:28][C:29]1[CH:34]=[C:33]([C:35]([O:37][CH3:38])=[O:36])[CH:32]=[CH:31][N:30]=1.CCCCCCC, predict the reaction product. The product is: [CH3:38][O:37][C:35](=[O:36])[C:33]1[CH:32]=[CH:31][N:30]=[C:29]([O:28][CH2:2][CH:3]([N:10]2[C:14]3[CH:15]=[C:16]([F:20])[C:17]([F:19])=[CH:18][C:13]=3[N:12]=[C:11]2[C:21]2[CH:26]=[CH:25][C:24]([Cl:27])=[CH:23][CH:22]=2)[CH:4]2[CH2:9][CH2:8][CH2:7][CH2:6][CH2:5]2)[CH:34]=1. (2) Given the reactants [CH2:1]=[CH:2][CH2:3][C@H:4]([NH2:8])[C:5]([OH:7])=[O:6].C(N(CC)CC)C.O.[C:17]([O:21][C:22](O[C:22]([O:21][C:17]([CH3:20])([CH3:19])[CH3:18])=[O:23])=[O:23])([CH3:20])([CH3:19])[CH3:18], predict the reaction product. The product is: [C:17]([O:21][C:22]([NH:8][C@@H:4]([CH2:3][CH:2]=[CH2:1])[C:5]([OH:7])=[O:6])=[O:23])([CH3:20])([CH3:19])[CH3:18]. (3) The product is: [CH3:39][O:40][C:41](=[O:59])[C:42]1[C:47]([NH:48][C:49]2[CH:54]=[CH:53][C:52]([Br:55])=[CH:51][C:50]=2[Cl:56])=[C:46]([CH3:57])[C:45]([N:35]=[N+:36]=[N-:37])=[N:44][CH:43]=1. Given the reactants ClC1C(C(O)=O)=CN=C(Cl)C=1C.BrC1C=CC(NC2C(C(O)=O)=CN3C=CN=C3C=2C)=C(Cl)C=1.[N-:35]=[N+:36]=[N-:37].[Na+].[CH3:39][O:40][C:41](=[O:59])[C:42]1[C:47]([NH:48][C:49]2[CH:54]=[CH:53][C:52]([Br:55])=[CH:51][C:50]=2[Cl:56])=[C:46]([CH3:57])[C:45](Cl)=[N:44][CH:43]=1, predict the reaction product. (4) The product is: [CH2:1]([O:3][C:4]([CH:6]1[CH:11]([CH3:12])[O:10][CH2:9][CH2:8][NH:7]1)=[O:5])[CH3:2]. Given the reactants [CH2:1]([O:3][C:4]([CH:6]1[CH:11]([CH3:12])[O:10][CH2:9][CH2:8][N:7]1CC1C=CC=CC=1)=[O:5])[CH3:2], predict the reaction product. (5) Given the reactants [CH:1]([CH:3]1[CH2:12][CH2:11][C:6]2([O:10][CH2:9][CH2:8][O:7]2)[CH2:5][CH2:4]1)=[CH2:2].C1C=C(Cl)C=C(C(OO)=[O:21])C=1, predict the reaction product. The product is: [O:21]1[CH2:2][CH:1]1[CH:3]1[CH2:12][CH2:11][C:6]2([O:7][CH2:8][CH2:9][O:10]2)[CH2:5][CH2:4]1. (6) Given the reactants [NH2:1][C:2]1[CH:11]=[CH:10][C:5]([C:6]([O:8][CH3:9])=[O:7])=[C:4](Cl)[C:3]=1[I:13].NC1C(I)=CC(C(OC)=O)=C(Cl)C=1.NC1C=CC(C(OC)=O)=C([C:38]([F:41])([F:40])[F:39])C=1, predict the reaction product. The product is: [NH2:1][C:2]1[C:3]([I:13])=[CH:4][C:5]([C:6]([O:8][CH3:9])=[O:7])=[C:10]([C:38]([F:41])([F:40])[F:39])[CH:11]=1. (7) Given the reactants [F:1][C:2]([F:20])([F:19])[C:3]([NH:5][CH2:6][C:7]([C:9]1[CH:14]=[CH:13][C:12]([CH:15]([CH3:17])[CH3:16])=[CH:11][C:10]=1[OH:18])=O)=[O:4].C([SiH]([CH2:26][CH3:27])CC)C.F[C:29](F)(F)[C:30]([OH:32])=[O:31], predict the reaction product. The product is: [CH:15]([C:12]1[CH:13]=[CH:14][C:9]([CH2:7][CH2:6][NH:5][C:3](=[O:4])[C:2]([F:20])([F:19])[F:1])=[C:10]([CH:11]=1)[O:18][CH2:29][C:30]([O:32][CH2:26][CH3:27])=[O:31])([CH3:17])[CH3:16].